This data is from Merck oncology drug combination screen with 23,052 pairs across 39 cell lines. The task is: Regression. Given two drug SMILES strings and cell line genomic features, predict the synergy score measuring deviation from expected non-interaction effect. (1) Drug 2: CCN(CC)CCNC(=O)c1c(C)[nH]c(C=C2C(=O)Nc3ccc(F)cc32)c1C. Cell line: A427. Synergy scores: synergy=5.96. Drug 1: COC12C(COC(N)=O)C3=C(C(=O)C(C)=C(N)C3=O)N1CC1NC12. (2) Drug 1: COC1CC2CCC(C)C(O)(O2)C(=O)C(=O)N2CCCCC2C(=O)OC(C(C)CC2CCC(OP(C)(C)=O)C(OC)C2)CC(=O)C(C)C=C(C)C(O)C(OC)C(=O)C(C)CC(C)C=CC=CC=C1C. Drug 2: Cn1cc(-c2cnn3c(N)c(Br)c(C4CCCNC4)nc23)cn1. Cell line: HCT116. Synergy scores: synergy=-2.80. (3) Drug 1: O=C(O)C1(Cc2cccc(Nc3nccs3)n2)CCC(Oc2cccc(Cl)c2F)CC1. Drug 2: NC(=O)c1cccc2cn(-c3ccc(C4CCCNC4)cc3)nc12. Cell line: A427. Synergy scores: synergy=19.7. (4) Drug 1: CC(=O)OC1C(=O)C2(C)C(O)CC3OCC3(OC(C)=O)C2C(OC(=O)c2ccccc2)C2(O)CC(OC(=O)C(O)C(NC(=O)c3ccccc3)c3ccccc3)C(C)=C1C2(C)C. Drug 2: Cn1nnc2c(C(N)=O)ncn2c1=O. Cell line: LNCAP. Synergy scores: synergy=-18.8. (5) Drug 1: CCC1=CC2CN(C1)Cc1c([nH]c3ccccc13)C(C(=O)OC)(c1cc3c(cc1OC)N(C)C1C(O)(C(=O)OC)C(OC(C)=O)C4(CC)C=CCN5CCC31C54)C2. Drug 2: COC1CC2CCC(C)C(O)(O2)C(=O)C(=O)N2CCCCC2C(=O)OC(C(C)CC2CCC(OP(C)(C)=O)C(OC)C2)CC(=O)C(C)C=C(C)C(O)C(OC)C(=O)C(C)CC(C)C=CC=CC=C1C. Cell line: CAOV3. Synergy scores: synergy=-47.9. (6) Drug 1: C#Cc1cccc(Nc2ncnc3cc(OCCOC)c(OCCOC)cc23)c1. Drug 2: COC1CC2CCC(C)C(O)(O2)C(=O)C(=O)N2CCCCC2C(=O)OC(C(C)CC2CCC(OP(C)(C)=O)C(OC)C2)CC(=O)C(C)C=C(C)C(O)C(OC)C(=O)C(C)CC(C)C=CC=CC=C1C. Cell line: NCIH2122. Synergy scores: synergy=45.3.